From a dataset of Forward reaction prediction with 1.9M reactions from USPTO patents (1976-2016). Predict the product of the given reaction. (1) Given the reactants C(O[C:4](=[O:19])[CH:5]([C:12]1[CH:17]=[CH:16][CH:15]=[C:14]([Cl:18])[CH:13]=1)[CH2:6][CH:7]1[CH2:11][CH2:10][CH2:9][CH2:8]1)C.[CH3:20][NH:21][C:22]([NH2:24])=[O:23].C[O-].[Mg+2].C[O-].CO, predict the reaction product. The product is: [Cl:18][C:14]1[CH:13]=[C:12]([CH:5]([CH2:6][CH:7]2[CH2:8][CH2:9][CH2:10][CH2:11]2)[C:4]([NH:24][C:22]([NH:21][CH3:20])=[O:23])=[O:19])[CH:17]=[CH:16][CH:15]=1. (2) Given the reactants Cl[C:2]1[CH:7]=[CH:6][C:5]([C:8]2[CH:13]=[CH:12][C:11]([O:14][CH3:15])=[CH:10][CH:9]=2)=[CH:4][N:3]=1.[NH2:16][NH2:17], predict the reaction product. The product is: [NH:16]([C:2]1[CH:7]=[CH:6][C:5]([C:8]2[CH:13]=[CH:12][C:11]([O:14][CH3:15])=[CH:10][CH:9]=2)=[CH:4][N:3]=1)[NH2:17].